Task: Regression/Classification. Given a drug SMILES string, predict its absorption, distribution, metabolism, or excretion properties. Task type varies by dataset: regression for continuous measurements (e.g., permeability, clearance, half-life) or binary classification for categorical outcomes (e.g., BBB penetration, CYP inhibition). Dataset: cyp2c19_veith.. Dataset: CYP2C19 inhibition data for predicting drug metabolism from PubChem BioAssay (1) The drug is CC(C)C[C@H](N)CSSC[C@@H](N)CC(C)C. The result is 0 (non-inhibitor). (2) The molecule is Cc1ccc(OCC(=O)NNC(=O)c2cc3ccccc3o2)cc1. The result is 0 (non-inhibitor).